Dataset: Full USPTO retrosynthesis dataset with 1.9M reactions from patents (1976-2016). Task: Predict the reactants needed to synthesize the given product. The reactants are: [CH2:1]([O:3][C:4]1[CH:13]=[C:12]2[C:7]([C:8]([NH:14][C:15]3[CH:20]=[CH:19][C:18]([O:21][C:22]4[CH:27]=[CH:26][CH:25]=[CH:24][CH:23]=4)=[CH:17][CH:16]=3)=[N:9][CH:10]=[N:11]2)=[CH:6][C:5]=1[NH:28][C:29](=[O:39])[CH2:30]P(=O)(OCC)OCC)[CH3:2].[CH3:40][N:41]([CH3:49])[CH2:42][CH:43](O)S([O-])(=O)=O.[Na+].[Li+].[Cl-].C(O[K])(C)(C)C. Given the product [CH3:40][N:41]([CH3:49])[CH2:42]/[CH:43]=[CH:30]/[C:29]([NH:28][C:5]1[CH:6]=[C:7]2[C:12](=[CH:13][C:4]=1[O:3][CH2:1][CH3:2])[N:11]=[CH:10][N:9]=[C:8]2[NH:14][C:15]1[CH:16]=[CH:17][C:18]([O:21][C:22]2[CH:23]=[CH:24][CH:25]=[CH:26][CH:27]=2)=[CH:19][CH:20]=1)=[O:39], predict the reactants needed to synthesize it.